Dataset: Blood-brain barrier permeability classification from the B3DB database. Task: Regression/Classification. Given a drug SMILES string, predict its absorption, distribution, metabolism, or excretion properties. Task type varies by dataset: regression for continuous measurements (e.g., permeability, clearance, half-life) or binary classification for categorical outcomes (e.g., BBB penetration, CYP inhibition). Dataset: b3db_classification. (1) The compound is [Kr]. The result is 1 (penetrates BBB). (2) The drug is CC(=O)[C@H]1CC[C@H]2[C@@H]3CC=C4C[C@@H](O)CC[C@]4(C)[C@H]3CC[C@]12C. The result is 1 (penetrates BBB).